From a dataset of NCI-60 drug combinations with 297,098 pairs across 59 cell lines. Regression. Given two drug SMILES strings and cell line genomic features, predict the synergy score measuring deviation from expected non-interaction effect. Drug 1: C1=NC2=C(N1)C(=S)N=C(N2)N. Drug 2: CC1C(C(CC(O1)OC2CC(CC3=C2C(=C4C(=C3O)C(=O)C5=CC=CC=C5C4=O)O)(C(=O)C)O)N)O. Cell line: HCT116. Synergy scores: CSS=52.8, Synergy_ZIP=-10.4, Synergy_Bliss=-15.2, Synergy_Loewe=-12.2, Synergy_HSA=-11.7.